From a dataset of Forward reaction prediction with 1.9M reactions from USPTO patents (1976-2016). Predict the product of the given reaction. (1) Given the reactants [Cl:1][C:2]1[CH:7]=[CH:6][C:5]([C:8]2[CH:9]=[C:10]([NH2:20])[CH:11]=[N:12][C:13]=2[O:14][CH2:15][C:16]([F:19])([F:18])[F:17])=[CH:4][CH:3]=1.[C:21](O)(=[O:28])[C:22]1[CH:27]=[CH:26][CH:25]=[CH:24][CH:23]=1, predict the reaction product. The product is: [Cl:1][C:2]1[CH:3]=[CH:4][C:5]([C:8]2[CH:9]=[C:10]([NH:20][C:21](=[O:28])[C:22]3[CH:27]=[CH:26][CH:25]=[CH:24][CH:23]=3)[CH:11]=[N:12][C:13]=2[O:14][CH2:15][C:16]([F:17])([F:18])[F:19])=[CH:6][CH:7]=1. (2) Given the reactants Br[C:2]1[C:18]([O:19][CH2:20][C@@H:21]([NH:26][C:27](=[O:33])[O:28][C:29]([CH3:32])([CH3:31])[CH3:30])[CH2:22][CH:23]([CH3:25])[CH3:24])=[CH:17][C:5]2[N:6]([CH3:16])[C:7](=[O:15])[C:8]3[C:13]([C:4]=2[CH:3]=1)=[CH:12][CH:11]=[N:10][C:9]=3[CH3:14].[NH:34]1[CH:38]=[CH:37][CH:36]=[N:35]1.CNCCNC.P([O-])([O-])([O-])=O.[K+].[K+].[K+], predict the reaction product. The product is: [CH3:14][C:9]1[N:10]=[CH:11][CH:12]=[C:13]2[C:8]=1[C:7](=[O:15])[N:6]([CH3:16])[C:5]1[CH:17]=[C:18]([O:19][CH2:20][C@@H:21]([NH:26][C:27](=[O:33])[O:28][C:29]([CH3:32])([CH3:31])[CH3:30])[CH2:22][CH:23]([CH3:24])[CH3:25])[C:2]([N:34]3[CH:38]=[CH:37][CH:36]=[N:35]3)=[CH:3][C:4]2=1.